Dataset: NCI-60 drug combinations with 297,098 pairs across 59 cell lines. Task: Regression. Given two drug SMILES strings and cell line genomic features, predict the synergy score measuring deviation from expected non-interaction effect. Drug 1: C1=CC(=CC=C1C#N)C(C2=CC=C(C=C2)C#N)N3C=NC=N3. Drug 2: CC1=CC=C(C=C1)C2=CC(=NN2C3=CC=C(C=C3)S(=O)(=O)N)C(F)(F)F. Cell line: SK-MEL-28. Synergy scores: CSS=-11.7, Synergy_ZIP=11.7, Synergy_Bliss=12.1, Synergy_Loewe=-2.63, Synergy_HSA=-3.73.